Task: Regression/Classification. Given a drug SMILES string, predict its absorption, distribution, metabolism, or excretion properties. Task type varies by dataset: regression for continuous measurements (e.g., permeability, clearance, half-life) or binary classification for categorical outcomes (e.g., BBB penetration, CYP inhibition). For this dataset (solubility_aqsoldb), we predict Y.. Dataset: Aqueous solubility values for 9,982 compounds from the AqSolDB database (1) The compound is O=S(=O)(c1ccc(Cl)cc1)c1cc(Cl)c(Cl)cc1Cl. The Y is -6.66 log mol/L. (2) The molecule is O=C(NC(CO)C(O)c1ccc([N+](=O)[O-])cc1)C(Cl)Cl. The Y is -2.11 log mol/L. (3) The compound is Cc1ccc(C(=O)O)cc1. The Y is -2.53 log mol/L. (4) The compound is CCCCCCCCCCCCCCCO. The Y is -6.35 log mol/L. (5) The drug is Nc1ccc(S(=O)(=O)Nc2cnc3ccccc3n2)cc1. The Y is -4.60 log mol/L.